From a dataset of Forward reaction prediction with 1.9M reactions from USPTO patents (1976-2016). Predict the product of the given reaction. Given the reactants Br[C:2]1[CH:7]=[CH:6][N:5]2[C:8]([C:11]([NH:13][C:14]3[CH:19]=[C:18]([C:20](=[O:36])[NH:21][CH2:22][C:23]4[CH:28]=[CH:27][CH:26]=[CH:25][C:24]=4[N:29]4[CH2:34][CH2:33][N:32]([CH3:35])[CH2:31][CH2:30]4)[CH:17]=[CH:16][C:15]=3[F:37])=[O:12])=[CH:9][N:10]=[C:4]2[CH:3]=1.C(=O)([O-])[O-].[Cs+].[Cs+].[CH3:44][N:45]1[CH:49]=[C:48](B2OC(C)(C)C(C)(C)O2)[CH:47]=[N:46]1.C(Cl)Cl, predict the reaction product. The product is: [F:37][C:15]1[CH:16]=[CH:17][C:18]([C:20](=[O:36])[NH:21][CH2:22][C:23]2[CH:28]=[CH:27][CH:26]=[CH:25][C:24]=2[N:29]2[CH2:34][CH2:33][N:32]([CH3:35])[CH2:31][CH2:30]2)=[CH:19][C:14]=1[NH:13][C:11]([C:8]1[N:5]2[CH:6]=[CH:7][C:2]([C:48]3[CH:47]=[N:46][N:45]([CH3:44])[CH:49]=3)=[CH:3][C:4]2=[N:10][CH:9]=1)=[O:12].